Dataset: Full USPTO retrosynthesis dataset with 1.9M reactions from patents (1976-2016). Task: Predict the reactants needed to synthesize the given product. The reactants are: [ClH:1].Cl.[NH2:3][C:4]1[CH:23]=[CH:22][C:7]2[CH:8]=[C:9]([C:11]([NH:13][C@@H:14]3[CH:19]4[CH2:20][CH2:21][N:16]([CH2:17][CH2:18]4)[CH2:15]3)=[O:12])[S:10][C:6]=2[CH:5]=1.C(N(CC)CC)C.[F:31][C:32]([F:43])([F:42])[C:33]1[CH:34]=[C:35]([N:39]=[C:40]=[O:41])[CH:36]=[CH:37][CH:38]=1. Given the product [ClH:1].[N:16]12[CH2:21][CH2:20][CH:19]([CH2:18][CH2:17]1)[C@@H:14]([NH:13][C:11]([C:9]1[S:10][C:6]3[CH:5]=[C:4]([NH:3][C:40]([NH:39][C:35]4[CH:36]=[CH:37][CH:38]=[C:33]([C:32]([F:31])([F:42])[F:43])[CH:34]=4)=[O:41])[CH:23]=[CH:22][C:7]=3[CH:8]=1)=[O:12])[CH2:15]2, predict the reactants needed to synthesize it.